This data is from Catalyst prediction with 721,799 reactions and 888 catalyst types from USPTO. The task is: Predict which catalyst facilitates the given reaction. Reactant: [F:1][C:2]([F:19])([F:18])[C:3]1[CH:4]=[C:5]([O:9][C:10]2[CH:15]=[CH:14][C:13]([CH2:16][OH:17])=[CH:12][CH:11]=2)[CH:6]=[N:7][CH:8]=1.[H-].[Na+].Cl[C:23]1[CH:24]=[C:25]2[N:32]([CH3:33])[CH2:31][CH2:30][N:26]2[C:27](=[O:29])[N:28]=1. Product: [CH3:33][N:32]1[C:25]2[N:26]([C:27](=[O:29])[N:28]=[C:23]([O:17][CH2:16][C:13]3[CH:12]=[CH:11][C:10]([O:9][C:5]4[CH:6]=[N:7][CH:8]=[C:3]([C:2]([F:18])([F:1])[F:19])[CH:4]=4)=[CH:15][CH:14]=3)[CH:24]=2)[CH2:30][CH2:31]1. The catalyst class is: 3.